Dataset: Forward reaction prediction with 1.9M reactions from USPTO patents (1976-2016). Task: Predict the product of the given reaction. (1) Given the reactants [C:1]([O:5][C:6]([C:8]1[C:34]([OH:35])=[C:33]([C:36]([F:39])([F:38])[F:37])[CH:32]=[CH:31][C:9]=1[CH2:10][O:11][C:12]1[CH:17]=[CH:16][C:15]([C:18]2[CH:23]=[CH:22][C:21]([CH2:24][C:25]([OH:27])=[O:26])=[CH:20][C:19]=2[N+:28]([O-])=O)=[CH:14][CH:13]=1)=[O:7])([CH3:4])([CH3:3])[CH3:2], predict the reaction product. The product is: [NH2:28][C:19]1[CH:20]=[C:21]([CH2:24][C:25]([OH:27])=[O:26])[CH:22]=[CH:23][C:18]=1[C:15]1[CH:14]=[CH:13][C:12]([O:11][CH2:10][C:9]2[CH:31]=[CH:32][C:33]([C:36]([F:38])([F:39])[F:37])=[C:34]([OH:35])[C:8]=2[C:6]([O:5][C:1]([CH3:4])([CH3:3])[CH3:2])=[O:7])=[CH:17][CH:16]=1. (2) Given the reactants COC(=O)C(O)=CC(=O)N(CC1C=CC(F)=CC=1)C.C=O.[N:22]1[CH:27]=[CH:26][C:25]([CH2:28][CH2:29][NH2:30])=[CH:24][CH:23]=1.[F:31][C:32]1[CH:50]=[CH:49][C:35]([CH2:36][N:37]([CH3:48])[C:38]([C:40]2[CH2:41]N(C)[C:43](=[O:46])[C:44]=2[OH:45])=[O:39])=[CH:34][CH:33]=1, predict the reaction product. The product is: [F:31][C:32]1[CH:50]=[CH:49][C:35]([CH2:36][N:37]([CH3:48])[C:38]([C:40]2[CH2:41][N:30]([CH2:29][CH2:28][C:25]3[CH:26]=[CH:27][N:22]=[CH:23][CH:24]=3)[C:43](=[O:46])[C:44]=2[OH:45])=[O:39])=[CH:34][CH:33]=1. (3) Given the reactants [CH2:1]([O:5][C:6]1[C:11]([CH2:12][NH:13][C:14](=[O:27])[CH:15]([C:17]2[CH:22]=[CH:21][C:20]([C:23]#[N:24])=[C:19]([O:25][CH3:26])[CH:18]=2)[CH3:16])=[CH:10][CH:9]=[C:8]([C:28]([F:31])([F:30])[F:29])[N:7]=1)[CH2:2][CH2:3][CH3:4].[C:32](O[C:32]([O:34][C:35]([CH3:38])([CH3:37])[CH3:36])=[O:33])([O:34][C:35]([CH3:38])([CH3:37])[CH3:36])=[O:33].[BH4-].[Na+].NCCNCCN, predict the reaction product. The product is: [CH2:1]([O:5][C:6]1[C:11]([CH2:12][NH:13][C:14](=[O:27])[CH:15]([C:17]2[CH:22]=[CH:21][C:20]([CH2:23][NH:24][C:32](=[O:33])[O:34][C:35]([CH3:38])([CH3:37])[CH3:36])=[C:19]([O:25][CH3:26])[CH:18]=2)[CH3:16])=[CH:10][CH:9]=[C:8]([C:28]([F:31])([F:29])[F:30])[N:7]=1)[CH2:2][CH2:3][CH3:4]. (4) Given the reactants C([O:3][C:4]([CH2:6][N:7]([C:31]1[CH:36]=[CH:35][CH:34]=[C:33]([CH2:37][N:38]2[CH2:43][CH2:42][CH2:41][CH2:40][CH2:39]2)[CH:32]=1)[C:8](=[O:30])[CH2:9][CH2:10][N:11]1[CH2:15][CH2:14][N:13]([CH2:16][C:17]2[CH:22]=[C:21]([CH3:23])[CH:20]=[C:19]([CH3:24])[CH:18]=2)[C:12]1=[C:25]([C:28]#[N:29])[C:26]#[N:27])=[O:5])C.[OH-].[Li+].CO, predict the reaction product. The product is: [C:4]([CH2:6][N:7]([C:31]1[CH:36]=[CH:35][CH:34]=[C:33]([CH2:37][N:38]2[CH2:43][CH2:42][CH2:41][CH2:40][CH2:39]2)[CH:32]=1)[C:8](=[O:30])[CH2:9][CH2:10][N:11]1[CH2:15][CH2:14][N:13]([CH2:16][C:17]2[CH:18]=[C:19]([CH3:24])[CH:20]=[C:21]([CH3:23])[CH:22]=2)[C:12]1=[C:25]([C:26]#[N:27])[C:28]#[N:29])([OH:5])=[O:3]. (5) The product is: [CH2:33]([O:32][C:30](=[O:31])[CH2:29][CH2:35][N:21]1[C:22]2[C:18](=[C:17]([CH2:16][O:15][C:12]3[CH:11]=[CH:10][C:9]([C:5]4[CH:6]=[C:7]([F:8])[C:2]([F:1])=[CH:3][C:4]=4[O:26][CH3:27])=[CH:14][CH:13]=3)[CH:25]=[CH:24][CH:23]=2)[CH:19]=[N:20]1)[CH3:34]. Given the reactants [F:1][C:2]1[C:7]([F:8])=[CH:6][C:5]([C:9]2[CH:14]=[CH:13][C:12]([O:15][CH2:16][C:17]3[CH:25]=[CH:24][CH:23]=[C:22]4[C:18]=3[CH:19]=[N:20][NH:21]4)=[CH:11][CH:10]=2)=[C:4]([O:26][CH3:27])[CH:3]=1.Br[CH:29]([CH3:35])[C:30]([O:32][CH2:33][CH3:34])=[O:31].C(=O)([O-])[O-].[Cs+].[Cs+].CCOC(C)=O, predict the reaction product. (6) The product is: [Cl:1][C:2]1[CH:10]=[CH:9][CH:8]=[CH:7][C:3]=1[C:4]([N:26]1[C:34]2[C:29](=[CH:30][CH:31]=[CH:32][C:33]=2[CH2:35][O:36][C:37]2[CH:42]=[CH:41][C:40]([CH2:43][CH2:44][C:45]([OH:47])=[O:46])=[C:39]([F:50])[CH:38]=2)[CH2:28][CH2:27]1)=[O:6]. Given the reactants [Cl:1][C:2]1[CH:10]=[CH:9][CH:8]=[CH:7][C:3]=1[C:4]([OH:6])=O.C(Cl)(=O)C(Cl)=O.CN(C=O)C.ClC(Cl)C.[NH:26]1[C:34]2[C:29](=[CH:30][CH:31]=[CH:32][C:33]=2[CH2:35][O:36][C:37]2[CH:42]=[CH:41][C:40]([CH2:43][CH2:44][C:45]([O:47]CC)=[O:46])=[C:39]([F:50])[CH:38]=2)[CH2:28][CH2:27]1.C(=O)(O)[O-].[Na+], predict the reaction product. (7) Given the reactants Cl[C:2]1[N:7]=[C:6]([C:8]2[S:12][C:11]([N:13]([CH3:15])[CH3:14])=[N:10][C:9]=2[C:16]2[CH:17]=[C:18]([NH:22][C:23](=[O:32])[C:24]3[C:29]([F:30])=[CH:28][CH:27]=[CH:26][C:25]=3[F:31])[CH:19]=[CH:20][CH:21]=2)[CH:5]=[CH:4][N:3]=1.Cl.[N:34]1([CH2:39][CH2:40][O:41][C:42]2[N:47]=[CH:46][C:45]([NH2:48])=[CH:44][CH:43]=2)[CH2:38][CH2:37][CH2:36][CH2:35]1.CC(O)C.Cl, predict the reaction product. The product is: [CH3:14][N:13]([CH3:15])[C:11]1[S:12][C:8]([C:6]2[CH:5]=[CH:4][N:3]=[C:2]([NH:48][C:45]3[CH:46]=[N:47][C:42]([O:41][CH2:40][CH2:39][N:34]4[CH2:38][CH2:37][CH2:36][CH2:35]4)=[CH:43][CH:44]=3)[N:7]=2)=[C:9]([C:16]2[CH:17]=[C:18]([NH:22][C:23](=[O:32])[C:24]3[C:29]([F:30])=[CH:28][CH:27]=[CH:26][C:25]=3[F:31])[CH:19]=[CH:20][CH:21]=2)[N:10]=1. (8) The product is: [CH3:31][NH:32][C:1]([CH:4]1[CH2:9][CH2:8][CH2:7][N:6]([C:10]([NH:12][C:13]2[C:14]([CH3:30])=[CH:15][C:16]3[N:17]([CH:27]([CH3:28])[CH3:29])[C:18]4[C:23]([C:24]=3[C:25]=2[CH3:26])=[CH:22][CH:21]=[CH:20][CH:19]=4)=[O:11])[CH2:5]1)=[O:2]. Given the reactants [C:1]([CH:4]1[CH2:9][CH2:8][CH2:7][N:6]([C:10]([NH:12][C:13]2[C:14]([CH3:30])=[CH:15][C:16]3[N:17]([CH:27]([CH3:29])[CH3:28])[C:18]4[C:23]([C:24]=3[C:25]=2[CH3:26])=[CH:22][CH:21]=[CH:20][CH:19]=4)=[O:11])[CH2:5]1)(O)=[O:2].[CH3:31][NH2:32], predict the reaction product.